From a dataset of TCR-epitope binding with 47,182 pairs between 192 epitopes and 23,139 TCRs. Binary Classification. Given a T-cell receptor sequence (or CDR3 region) and an epitope sequence, predict whether binding occurs between them. (1) The epitope is YLQPRTFLL. The TCR CDR3 sequence is CSARDDRAQNTGELFF. Result: 1 (the TCR binds to the epitope). (2) The epitope is FLNGSCGSV. The TCR CDR3 sequence is CASSWSFYEQYF. Result: 1 (the TCR binds to the epitope). (3) The epitope is AVFDRKSDAK. The TCR CDR3 sequence is CASSLFAYNEQFF. Result: 1 (the TCR binds to the epitope).